Dataset: NCI-60 drug combinations with 297,098 pairs across 59 cell lines. Task: Regression. Given two drug SMILES strings and cell line genomic features, predict the synergy score measuring deviation from expected non-interaction effect. (1) Drug 1: COC1=CC(=CC(=C1O)OC)C2C3C(COC3=O)C(C4=CC5=C(C=C24)OCO5)OC6C(C(C7C(O6)COC(O7)C8=CC=CS8)O)O. Drug 2: CC1C(C(=O)NC(C(=O)N2CCCC2C(=O)N(CC(=O)N(C(C(=O)O1)C(C)C)C)C)C(C)C)NC(=O)C3=C4C(=C(C=C3)C)OC5=C(C(=O)C(=C(C5=N4)C(=O)NC6C(OC(=O)C(N(C(=O)CN(C(=O)C7CCCN7C(=O)C(NC6=O)C(C)C)C)C)C(C)C)C)N)C. Cell line: SK-MEL-28. Synergy scores: CSS=12.5, Synergy_ZIP=2.80, Synergy_Bliss=6.09, Synergy_Loewe=5.41, Synergy_HSA=5.59. (2) Drug 1: CC1=C2C(C(=O)C3(C(CC4C(C3C(C(C2(C)C)(CC1OC(=O)C(C(C5=CC=CC=C5)NC(=O)C6=CC=CC=C6)O)O)OC(=O)C7=CC=CC=C7)(CO4)OC(=O)C)O)C)OC(=O)C. Drug 2: N.N.Cl[Pt+2]Cl. Cell line: U251. Synergy scores: CSS=55.0, Synergy_ZIP=0.502, Synergy_Bliss=2.19, Synergy_Loewe=-11.1, Synergy_HSA=4.12. (3) Drug 1: C1CC(C1)(C(=O)O)C(=O)O.[NH2-].[NH2-].[Pt+2]. Drug 2: N.N.Cl[Pt+2]Cl. Cell line: 786-0. Synergy scores: CSS=34.4, Synergy_ZIP=-0.313, Synergy_Bliss=2.71, Synergy_Loewe=-25.5, Synergy_HSA=2.38. (4) Cell line: UO-31. Drug 2: CN(C)C1=NC(=NC(=N1)N(C)C)N(C)C. Synergy scores: CSS=14.3, Synergy_ZIP=21.8, Synergy_Bliss=17.8, Synergy_Loewe=1.03, Synergy_HSA=16.3. Drug 1: CC12CCC(CC1=CCC3C2CCC4(C3CC=C4C5=CN=CC=C5)C)O. (5) Drug 1: C1=CC(=CC=C1C#N)C(C2=CC=C(C=C2)C#N)N3C=NC=N3. Drug 2: C(=O)(N)NO. Cell line: MDA-MB-231. Synergy scores: CSS=0.0115, Synergy_ZIP=-0.349, Synergy_Bliss=-0.799, Synergy_Loewe=-2.64, Synergy_HSA=-2.74. (6) Drug 1: CCC1(CC2CC(C3=C(CCN(C2)C1)C4=CC=CC=C4N3)(C5=C(C=C6C(=C5)C78CCN9C7C(C=CC9)(C(C(C8N6C)(C(=O)OC)O)OC(=O)C)CC)OC)C(=O)OC)O.OS(=O)(=O)O. Drug 2: CC1CCC2CC(C(=CC=CC=CC(CC(C(=O)C(C(C(=CC(C(=O)CC(OC(=O)C3CCCCN3C(=O)C(=O)C1(O2)O)C(C)CC4CCC(C(C4)OC)O)C)C)O)OC)C)C)C)OC. Cell line: SF-295. Synergy scores: CSS=2.46, Synergy_ZIP=7.72, Synergy_Bliss=5.89, Synergy_Loewe=-4.96, Synergy_HSA=-6.14. (7) Drug 1: COC1=C(C=C2C(=C1)N=CN=C2NC3=CC(=C(C=C3)F)Cl)OCCCN4CCOCC4. Drug 2: COCCOC1=C(C=C2C(=C1)C(=NC=N2)NC3=CC=CC(=C3)C#C)OCCOC.Cl. Cell line: UO-31. Synergy scores: CSS=27.7, Synergy_ZIP=-13.3, Synergy_Bliss=-8.09, Synergy_Loewe=-0.854, Synergy_HSA=-0.282. (8) Drug 1: C1=NC2=C(N=C(N=C2N1C3C(C(C(O3)CO)O)F)Cl)N. Drug 2: CC(C)NC(=O)C1=CC=C(C=C1)CNNC.Cl. Cell line: NCI-H460. Synergy scores: CSS=0.712, Synergy_ZIP=-0.401, Synergy_Bliss=-1.63, Synergy_Loewe=0.245, Synergy_HSA=-1.82. (9) Drug 1: CC1CCC2CC(C(=CC=CC=CC(CC(C(=O)C(C(C(=CC(C(=O)CC(OC(=O)C3CCCCN3C(=O)C(=O)C1(O2)O)C(C)CC4CCC(C(C4)OC)O)C)C)O)OC)C)C)C)OC. Drug 2: CC=C1C(=O)NC(C(=O)OC2CC(=O)NC(C(=O)NC(CSSCCC=C2)C(=O)N1)C(C)C)C(C)C. Cell line: HS 578T. Synergy scores: CSS=57.8, Synergy_ZIP=0.802, Synergy_Bliss=3.68, Synergy_Loewe=-16.7, Synergy_HSA=2.97.